Dataset: Reaction yield outcomes from USPTO patents with 853,638 reactions. Task: Predict the reaction yield, written as a fraction of the theoretical maximum amount of product (1.0 means a 100% yield; for example, 0.34 means a 34% yield). (1) The reactants are [OH:1][C:2]1[CH:11]=[C:10]2[C:5]([C:6]([O:12][C:13]3[CH:18]=[CH:17][C:16]([NH:19][C:20]([NH:22][CH2:23][CH2:24][CH3:25])=[O:21])=[C:15]([O:26][CH3:27])[CH:14]=3)=[CH:7][CH:8]=[N:9]2)=[CH:4][C:3]=1[O:28][CH3:29].C(=O)([O-])[O-].[K+].[K+].Br[CH2:37][CH2:38][CH2:39]Br.[NH:41]1[CH2:46][CH2:45][O:44][CH2:43][CH2:42]1. The catalyst is CN(C)C=O.O. The product is [CH3:27][O:26][C:15]1[CH:14]=[C:13]([O:12][C:6]2[C:5]3[C:10](=[CH:11][C:2]([O:1][CH2:37][CH2:38][CH2:39][N:41]4[CH2:46][CH2:45][O:44][CH2:43][CH2:42]4)=[C:3]([O:28][CH3:29])[CH:4]=3)[N:9]=[CH:8][CH:7]=2)[CH:18]=[CH:17][C:16]=1[NH:19][C:20]([NH:22][CH2:23][CH2:24][CH3:25])=[O:21]. The yield is 0.710. (2) The reactants are [C:1]([C:3]1[CH:8]=[CH:7][C:6]([N:9]([CH2:16][C:17]([F:20])([F:19])[F:18])[C@H:10]([C:12]([O:14]C)=[O:13])[CH3:11])=[CH:5][C:4]=1[C:21]([F:24])([F:23])[F:22])#[N:2].[OH-].[Na+].Cl. The catalyst is C1COCC1.CO. The product is [C:1]([C:3]1[CH:8]=[CH:7][C:6]([N:9]([CH2:16][C:17]([F:18])([F:19])[F:20])[C@H:10]([C:12]([OH:14])=[O:13])[CH3:11])=[CH:5][C:4]=1[C:21]([F:22])([F:24])[F:23])#[N:2]. The yield is 1.00. (3) The reactants are FC(F)(F)C(O)=O.C(OC([N:15]1[CH2:20][CH2:19][C:18]2[N:21]([CH2:31][CH:32]([OH:48])[CH2:33][N:34]3[CH2:39][CH2:38][N:37]([C:40]4[CH:45]=[CH:44][CH:43]=[CH:42][C:41]=4[C:46]#[N:47])[CH2:36][CH2:35]3)[N:22]=[C:23]([C:24]3[CH:29]=[CH:28][C:27]([I:30])=[CH:26][CH:25]=3)[C:17]=2[CH2:16]1)=O)(C)(C)C. The catalyst is C(Cl)Cl. The product is [OH:48][CH:32]([CH2:31][N:21]1[C:18]2[CH2:19][CH2:20][NH:15][CH2:16][C:17]=2[C:23]([C:24]2[CH:29]=[CH:28][C:27]([I:30])=[CH:26][CH:25]=2)=[N:22]1)[CH2:33][N:34]1[CH2:35][CH2:36][N:37]([C:40]2[CH:45]=[CH:44][CH:43]=[CH:42][C:41]=2[C:46]#[N:47])[CH2:38][CH2:39]1. The yield is 1.00. (4) The reactants are [C:1]([N:4]1[C:13]2[C:8](=[CH:9][C:10]([C:14]3[N:18]=[C:17]([CH2:19][NH:20]C(OC(C)(C)C)=O)[O:16][N:15]=3)=[CH:11][CH:12]=2)[C@H:7]([NH:28][C:29](=[O:34])[O:30][CH:31]([CH3:33])[CH3:32])[CH2:6][C@@H:5]1[CH3:35])(=[O:3])[CH3:2].[ClH:36].CCOCC. The catalyst is O1CCOCC1. The product is [ClH:36].[C:1]([N:4]1[C:13]2[C:8](=[CH:9][C:10]([C:14]3[N:18]=[C:17]([CH2:19][NH2:20])[O:16][N:15]=3)=[CH:11][CH:12]=2)[C@H:7]([NH:28][C:29](=[O:34])[O:30][CH:31]([CH3:32])[CH3:33])[CH2:6][C@@H:5]1[CH3:35])(=[O:3])[CH3:2]. The yield is 0.619. (5) The reactants are Cl[C:2]1[C:11]2[C:6](=[CH:7][C:8]([O:14][CH2:15][CH2:16][CH2:17][N:18]3[CH2:23][CH2:22][O:21][CH2:20][CH2:19]3)=[C:9]([O:12][CH3:13])[CH:10]=2)[N:5]=[CH:4][N:3]=1.C(=O)([O-])[O-].[K+].[K+].[C:30]1([OH:40])[C:39]2[C:34](=[CH:35][CH:36]=[CH:37][CH:38]=2)[CH:33]=[CH:32][CH:31]=1.[OH-].[Na+]. The catalyst is CN(C=O)C. The product is [CH3:13][O:12][C:9]1[CH:10]=[C:11]2[C:6](=[CH:7][C:8]=1[O:14][CH2:15][CH2:16][CH2:17][N:18]1[CH2:23][CH2:22][O:21][CH2:20][CH2:19]1)[N:5]=[CH:4][N:3]=[C:2]2[O:40][C:30]1[C:39]2[C:34](=[CH:35][CH:36]=[CH:37][CH:38]=2)[CH:33]=[CH:32][CH:31]=1. The yield is 0.650. (6) The reactants are [CH2:1](N)[CH2:2][CH2:3][CH2:4][CH2:5][CH2:6][CH2:7][CH2:8][CH2:9][CH2:10][CH2:11][CH2:12][CH2:13][CH2:14][CH2:15][CH2:16][CH2:17][CH3:18].[C:20]([CH2:22][C:23]([O:25]CC)=O)#N.C(OCC)(=O)CC(C)=O.[NH:37]1CCC[CH2:39][CH2:38]1.Cl. The catalyst is CO.CN(C)C=O. The product is [CH2:1]([C:22]1[C:23](=[O:25])[NH:37][CH:38]=[CH:39][CH:20]=1)[CH2:2][CH2:3][CH2:4][CH2:5][CH2:6][CH2:7][CH2:8][CH2:9][CH2:10][CH2:11][CH2:12][CH2:13][CH2:14][CH2:15][CH2:16][CH2:17][CH3:18]. The yield is 0.570. (7) The reactants are [Cl:1][C:2]1[CH:20]=[N:19][C:5]2=[N:6][C:7]([N:12]3[CH2:17][CH2:16][N:15]([CH3:18])[CH2:14][CH2:13]3)=[C:8]([NH:10][NH2:11])[N:9]=[C:4]2[CH:3]=1.[CH:21](OC)(OC)OC. The catalyst is CCOCC. The product is [Cl:1][C:2]1[CH:20]=[N:19][C:5]2[N:6]=[C:7]([N:12]3[CH2:17][CH2:16][N:15]([CH3:18])[CH2:14][CH2:13]3)[C:8]3[N:9]([CH:21]=[N:11][N:10]=3)[C:4]=2[CH:3]=1. The yield is 0.730.